Dataset: NCI-60 drug combinations with 297,098 pairs across 59 cell lines. Task: Regression. Given two drug SMILES strings and cell line genomic features, predict the synergy score measuring deviation from expected non-interaction effect. (1) Drug 1: C1=CC=C(C(=C1)C(C2=CC=C(C=C2)Cl)C(Cl)Cl)Cl. Drug 2: CN(CC1=CN=C2C(=N1)C(=NC(=N2)N)N)C3=CC=C(C=C3)C(=O)NC(CCC(=O)O)C(=O)O. Cell line: MCF7. Synergy scores: CSS=12.6, Synergy_ZIP=0.881, Synergy_Bliss=-0.228, Synergy_Loewe=-16.9, Synergy_HSA=-0.520. (2) Cell line: OVCAR-5. Drug 2: C1=CC=C(C(=C1)C(C2=CC=C(C=C2)Cl)C(Cl)Cl)Cl. Drug 1: CCN(CC)CCNC(=O)C1=C(NC(=C1C)C=C2C3=C(C=CC(=C3)F)NC2=O)C. Synergy scores: CSS=-0.650, Synergy_ZIP=-0.00623, Synergy_Bliss=-1.47, Synergy_Loewe=-1.76, Synergy_HSA=-2.04. (3) Drug 1: CCCS(=O)(=O)NC1=C(C(=C(C=C1)F)C(=O)C2=CNC3=C2C=C(C=N3)C4=CC=C(C=C4)Cl)F. Drug 2: CC1OCC2C(O1)C(C(C(O2)OC3C4COC(=O)C4C(C5=CC6=C(C=C35)OCO6)C7=CC(=C(C(=C7)OC)O)OC)O)O. Cell line: A498. Synergy scores: CSS=32.3, Synergy_ZIP=1.27, Synergy_Bliss=3.46, Synergy_Loewe=-3.81, Synergy_HSA=4.18. (4) Drug 1: CC1C(C(=O)NC(C(=O)N2CCCC2C(=O)N(CC(=O)N(C(C(=O)O1)C(C)C)C)C)C(C)C)NC(=O)C3=C4C(=C(C=C3)C)OC5=C(C(=O)C(=C(C5=N4)C(=O)NC6C(OC(=O)C(N(C(=O)CN(C(=O)C7CCCN7C(=O)C(NC6=O)C(C)C)C)C)C(C)C)C)N)C. Drug 2: N.N.Cl[Pt+2]Cl. Cell line: HOP-62. Synergy scores: CSS=43.1, Synergy_ZIP=3.28, Synergy_Bliss=7.80, Synergy_Loewe=2.47, Synergy_HSA=6.95. (5) Drug 1: CN1CCC(CC1)COC2=C(C=C3C(=C2)N=CN=C3NC4=C(C=C(C=C4)Br)F)OC. Synergy scores: CSS=30.3, Synergy_ZIP=-4.22, Synergy_Bliss=-5.24, Synergy_Loewe=-25.0, Synergy_HSA=-2.77. Cell line: PC-3. Drug 2: CC1=C2C(C(=O)C3(C(CC4C(C3C(C(C2(C)C)(CC1OC(=O)C(C(C5=CC=CC=C5)NC(=O)OC(C)(C)C)O)O)OC(=O)C6=CC=CC=C6)(CO4)OC(=O)C)OC)C)OC.